Dataset: Reaction yield outcomes from USPTO patents with 853,638 reactions. Task: Predict the reaction yield, written as a fraction of the theoretical maximum amount of product (1.0 means a 100% yield; for example, 0.34 means a 34% yield). (1) The product is [CH3:1][N+:2]([CH2:9][CH2:10][CH2:11][CH2:12][CH2:13][CH2:14][CH2:15][CH2:16][CH2:17][CH2:18][CH2:19][CH2:20][CH2:21][CH3:22])([CH2:3][CH2:4][S:5]([O-:8])(=[O:7])=[O:6])[CH3:25]. The catalyst is CC(C)=O.ClCCl. The reactants are [CH3:1][NH+:2]([CH2:9][CH2:10][CH2:11][CH2:12][CH2:13][CH2:14][CH2:15][CH2:16][CH2:17][CH2:18][CH2:19][CH2:20][CH2:21][CH3:22])[CH2:3][CH2:4][S:5]([O-:8])(=[O:7])=[O:6].CI.[C:25]([O-])([O-])=O.[K+].[K+]. The yield is 0.570. (2) The reactants are [Cl:1][C:2]1[CH:7]=[CH:6][C:5](B(O)O)=[C:4]([CH:11]=O)[CH:3]=1.Br[C:14]1[CH:19]=[CH:18][C:17]([Cl:20])=[CH:16][C:15]=1[CH2:21][C:22]#[N:23].C(=O)([O-])[O-].[Cs+].[Cs+]. The catalyst is C1(C)C=CC=CC=1.CO.C(OCC)(=O)C. The product is [Cl:1][C:2]1[CH:7]=[CH:6][C:5]2[C:14]3[C:15](=[CH:16][C:17]([Cl:20])=[CH:18][CH:19]=3)[C:21]([C:22]#[N:23])=[CH:11][C:4]=2[CH:3]=1. The yield is 0.190. (3) The yield is 0.230. The catalyst is C(Cl)Cl. The reactants are [OH:1][CH2:2][CH2:3][C:4]1[CH:9]=[CH:8][CH:7]=[CH:6][C:5]=1[CH2:10][CH2:11][OH:12].C(N(CC)CC)C.[CH3:20][S:21](Cl)(=[O:23])=[O:22]. The product is [OH:1][CH2:2][CH2:3][C:4]1[CH:9]=[CH:8][CH:7]=[CH:6][C:5]=1[CH2:10][CH2:11][O:12][S:21]([CH3:20])(=[O:23])=[O:22]. (4) The reactants are [N:1]1([CH2:8][CH2:9][O:10][C:11]2[CH:38]=[CH:37][C:14]([C:15]([C:17]3[C:26]4[C:21](=[CH:22][C:23]([O:27][CH3:28])=[CH:24][CH:25]=4)[CH:20]=[CH:19][C:18]=3OS(C(F)(F)F)(=O)=O)=[O:16])=[CH:13][CH:12]=2)[CH2:7][CH2:6][CH2:5][CH2:4][CH2:3][CH2:2]1.[F:39][C:40]1[CH:45]=[C:44]([F:46])[CH:43]=[CH:42][C:41]=1B(O)O.FC1C=C(F)C=CC=1C1C=CC2C(=CC=C(OC)C=2)C=1C(C1C=CC(OCCN2CCCCC2)=CC=1)=O. No catalyst specified. The product is [N:1]1([CH2:8][CH2:9][O:10][C:11]2[CH:12]=[CH:13][C:14]([C:15]([C:17]3[C:26]4[C:21](=[CH:22][C:23]([O:27][CH3:28])=[CH:24][CH:25]=4)[CH:20]=[CH:19][C:18]=3[C:41]3[CH:42]=[CH:43][C:44]([F:46])=[CH:45][C:40]=3[F:39])=[O:16])=[CH:37][CH:38]=2)[CH2:7][CH2:6][CH2:5][CH2:4][CH2:3][CH2:2]1. The yield is 0.850. (5) The reactants are [O:1]=[C:2]1[C:11]2[C:6](=[CH:7][CH:8]=[CH:9][CH:10]=2)[S:5][C:4]2([CH2:16][CH2:15][N:14](C(OC(C)(C)C)=O)[CH2:13][CH2:12]2)[CH2:3]1.[ClH:24].O1CCOCC1. The catalyst is CC(O)C. The product is [ClH:24].[S:5]1[C:6]2[C:11](=[CH:10][CH:9]=[CH:8][CH:7]=2)[C:2](=[O:1])[CH2:3][C:4]21[CH2:16][CH2:15][NH:14][CH2:13][CH2:12]2. The yield is 0.990.